This data is from Full USPTO retrosynthesis dataset with 1.9M reactions from patents (1976-2016). The task is: Predict the reactants needed to synthesize the given product. (1) Given the product [CH3:26][C:15]1[CH:16]=[CH:17][C:18]([C:20]2[N:24]=[C:23]([CH3:25])[O:22][N:21]=2)=[CH:19][C:14]=1[NH:13][C:11]([C:8]1[N:6]2[CH:7]=[C:2]([C:28]3[CH:29]=[CH:30][CH:31]=[CH:32][C:27]=3[CH3:36])[CH:3]=[CH:4][C:5]2=[N:10][CH:9]=1)=[O:12], predict the reactants needed to synthesize it. The reactants are: Br[C:2]1[CH:3]=[CH:4][C:5]2[N:6]([C:8]([C:11]([NH:13][C:14]3[CH:19]=[C:18]([C:20]4[N:24]=[C:23]([CH3:25])[O:22][N:21]=4)[CH:17]=[CH:16][C:15]=3[CH3:26])=[O:12])=[CH:9][N:10]=2)[CH:7]=1.[C:27]1([CH3:36])[CH:32]=[CH:31][CH:30]=[CH:29][C:28]=1B(O)O.[B-](F)(F)(F)F.CC([PH+](C(C)(C)C)C(C)(C)C)(C)C.C(=O)([O-])[O-].[Cs+].[Cs+]. (2) Given the product [C:2]([NH:42][C:9](=[NH:8])[N:10]1[CH2:14][C@@H:13]([C:15]2[CH:20]=[CH:19][C:18]([Cl:21])=[CH:17][CH:16]=2)[C@H:12]([C:22]([N:24]2[CH2:28][CH2:27][C@H:26]([N:29]([C@H:35]3[CH2:36][CH2:37][C@@H:38]([CH3:41])[CH2:39][CH2:40]3)[C:30](=[O:34])[CH:31]([CH3:33])[CH3:32])[CH2:25]2)=[O:23])[CH2:11]1)(=[O:1])[CH3:4], predict the reactants needed to synthesize it. The reactants are: [OH:1][C:2]([C:4](F)(F)F)=O.[NH2:8][C:9](=[NH:42])[N:10]1[CH2:14][C@@H:13]([C:15]2[CH:20]=[CH:19][C:18]([Cl:21])=[CH:17][CH:16]=2)[C@H:12]([C:22]([N:24]2[CH2:28][CH2:27][C@H:26]([N:29]([C@H:35]3[CH2:40][CH2:39][C@@H:38]([CH3:41])[CH2:37][CH2:36]3)[C:30](=[O:34])[CH:31]([CH3:33])[CH3:32])[CH2:25]2)=[O:23])[CH2:11]1.C(OC(=O)C)(=O)C. (3) The reactants are: C(OC(=O)[NH:7][C:8]1([C:12]2[CH:17]=[CH:16][C:15]([C:18]3[N:22]4[C:23]5[CH:35]=[CH:34][CH:33]=[N:32][C:24]=5[NH:25][C:26]5[CH:31]=[CH:30][CH:29]=[CH:28][C:27]=5[C:21]4=[N:20][C:19]=3[C:36]3[CH:41]=[CH:40][C:39]([CH2:42][N:43]4[CH2:48][CH2:47][O:46][CH2:45][CH2:44]4)=[CH:38][CH:37]=3)=[CH:14][CH:13]=2)[CH2:11][CH2:10][CH2:9]1)(C)(C)C.[ClH:50].O1CCOCC1. Given the product [ClH:50].[ClH:50].[ClH:50].[ClH:50].[N:43]1([CH2:42][C:39]2[CH:40]=[CH:41][C:36]([C:19]3[N:20]=[C:21]4[C:27]5[CH:28]=[CH:29][CH:30]=[CH:31][C:26]=5[NH:25][C:24]5[N:32]=[CH:33][CH:34]=[CH:35][C:23]=5[N:22]4[C:18]=3[C:15]3[CH:14]=[CH:13][C:12]([C:8]4([NH2:7])[CH2:11][CH2:10][CH2:9]4)=[CH:17][CH:16]=3)=[CH:37][CH:38]=2)[CH2:44][CH2:45][O:46][CH2:47][CH2:48]1, predict the reactants needed to synthesize it. (4) Given the product [OH:4][CH2:3][C:2]1([CH3:7])[CH2:5][O:6][C:8](=[O:9])[NH:1]1, predict the reactants needed to synthesize it. The reactants are: [NH2:1][C:2]([CH3:7])([CH2:5][OH:6])[CH2:3][OH:4].[C:8](=O)(OCC)[O:9]CC.